This data is from Reaction yield outcomes from USPTO patents with 853,638 reactions. The task is: Predict the reaction yield, written as a fraction of the theoretical maximum amount of product (1.0 means a 100% yield; for example, 0.34 means a 34% yield). (1) The reactants are [H-].[Na+].[OH:3][CH:4]1[CH2:8][CH2:7][N:6]([C:9]2[CH:19]=[CH:18][C:12]([C:13]([O:15][CH2:16][CH3:17])=[O:14])=[CH:11][CH:10]=2)[CH2:5]1.[CH:20]1[CH:25]=[CH:24][C:23]([CH2:26]Br)=[CH:22][CH:21]=1. The catalyst is C1COCC1. The product is [CH2:26]([O:3][CH:4]1[CH2:8][CH2:7][N:6]([C:9]2[CH:19]=[CH:18][C:12]([C:13]([O:15][CH2:16][CH3:17])=[O:14])=[CH:11][CH:10]=2)[CH2:5]1)[C:23]1[CH:24]=[CH:25][CH:20]=[CH:21][CH:22]=1. The yield is 0.730. (2) The reactants are [CH3:1][O:2][C:3](=[O:12])[C:4]1[CH:9]=[CH:8][CH:7]=[CH:6][C:5]=1[CH2:10]Br.[NH:13]1[CH2:18][CH2:17][O:16][CH2:15][CH2:14]1.Cl. The catalyst is CN(C=O)C. The product is [CH3:1][O:2][C:3](=[O:12])[C:4]1[CH:9]=[CH:8][CH:7]=[CH:6][C:5]=1[CH2:10][N:13]1[CH2:18][CH2:17][O:16][CH2:15][CH2:14]1. The yield is 0.380. (3) The reactants are [Cl:1][C:2]1[CH:7]=[CH:6][C:5]([CH:8]([C:29]2[CH:34]=[CH:33][C:32]([Cl:35])=[CH:31][CH:30]=2)[C:9]([N:11]([CH3:28])[C@@H:12]([C:19]2[CH:24]=[CH:23][CH:22]=[C:21]([N+:25]([O-])=O)[CH:20]=2)[CH2:13][N:14]2[CH2:18][CH2:17][CH2:16][CH2:15]2)=[O:10])=[CH:4][CH:3]=1. The catalyst is C(OCC)(=O)C.C(O)C.[Pd]. The product is [NH2:25][C:21]1[CH:20]=[C:19]([C@H:12]([N:11]([CH3:28])[C:9](=[O:10])[CH:8]([C:29]2[CH:34]=[CH:33][C:32]([Cl:35])=[CH:31][CH:30]=2)[C:5]2[CH:6]=[CH:7][C:2]([Cl:1])=[CH:3][CH:4]=2)[CH2:13][N:14]2[CH2:15][CH2:16][CH2:17][CH2:18]2)[CH:24]=[CH:23][CH:22]=1. The yield is 0.600.